Predict the product of the given reaction. From a dataset of Forward reaction prediction with 1.9M reactions from USPTO patents (1976-2016). Given the reactants [C:1]1(B(O)O)[CH:6]=[CH:5][CH:4]=[CH:3][CH:2]=1.Br[C:11]1[CH:19]=[CH:18][C:14]([C:15]([OH:17])=[O:16])=[CH:13][C:12]=1[CH3:20].C(=O)([O-])[O-].[Cs+].[Cs+], predict the reaction product. The product is: [C:1]1([C:11]2[CH:19]=[CH:18][C:14]([C:15]([OH:17])=[O:16])=[CH:13][C:12]=2[CH3:20])[CH:6]=[CH:5][CH:4]=[CH:3][CH:2]=1.